This data is from Forward reaction prediction with 1.9M reactions from USPTO patents (1976-2016). The task is: Predict the product of the given reaction. (1) Given the reactants [C:1]1([CH2:7][C:8]#[N:9])[CH:6]=[CH:5][CH:4]=[CH:3][CH:2]=1.[C:10]([O:14][CH3:15])(=[O:13])[CH:11]=[CH2:12], predict the reaction product. The product is: [CH3:15][O:14][C:10](=[O:13])[CH2:11][CH2:12][C:7]([C:8]#[N:9])([C:1]1[CH:6]=[CH:5][CH:4]=[CH:3][CH:2]=1)[CH2:12][CH2:11][C:10]([O:14][CH3:15])=[O:13]. (2) Given the reactants C(#N)C.I(O)(=O)(=O)=[O:5].[CH3:9][O:10][C:11]([C:13]1[CH:17]=[C:16]([CH2:18][CH2:19][CH2:20][CH2:21][OH:22])[S:15][CH:14]=1)=[O:12], predict the reaction product. The product is: [CH3:9][O:10][C:11]([C:13]1[CH:17]=[C:16]([CH2:18][CH2:19][CH2:20][C:21]([OH:5])=[O:22])[S:15][CH:14]=1)=[O:12]. (3) Given the reactants C1(C)C=CC=CC=1.CB1N2CCC[C@H]2C(C2C=CC=CC=2)(C2C=CC=CC=2)O1.B.C1COCC1.[C:35]([SiH2:39][O:40][C:41]([CH3:52])([CH3:51])[C:42]1[N:47]=[C:46]([C:48](=[O:50])[CH3:49])[CH:45]=[CH:44][CH:43]=1)([CH3:38])([CH3:37])[CH3:36], predict the reaction product. The product is: [C:35]([SiH2:39][O:40][C:41]([CH3:51])([CH3:52])[C:42]1[N:47]=[C:46]([C@H:48]([OH:50])[CH3:49])[CH:45]=[CH:44][CH:43]=1)([CH3:38])([CH3:36])[CH3:37]. (4) Given the reactants [C:1]1(C)[CH:6]=CC=C[CH:2]=1.[Br:8][C:9]1[CH:14]=[CH:13][CH:12]=[C:11](I)[CH:10]=1.C[Si](C)(C)C#CC.C(N(CC)CC)C.[F-].F[N+](F)(F)F.O1CCCC1, predict the reaction product. The product is: [Br:8][C:9]1[CH:14]=[CH:13][CH:12]=[C:11]([C:2]#[C:1][CH3:6])[CH:10]=1. (5) Given the reactants [Br:1][C:2]1[N:7]=[C:6]([C:8]2[NH:17][C:16](=[O:18])[C:15]3[C:10](=[CH:11][C:12]([F:20])=[CH:13][C:14]=3F)[N:9]=2)[CH:5]=[CH:4][CH:3]=1.[CH3:21][O-:22].[Na+], predict the reaction product. The product is: [Br:1][C:2]1[N:7]=[C:6]([C:8]2[NH:17][C:16](=[O:18])[C:15]3[C:10](=[CH:11][C:12]([F:20])=[CH:13][C:14]=3[O:22][CH3:21])[N:9]=2)[CH:5]=[CH:4][CH:3]=1. (6) Given the reactants [C:1]([O:5][C:6](=[O:31])[CH2:7][O:8][C:9]1[C:18]2[CH2:17][CH2:16][CH2:15][C@@H:14]([NH:19][S:20]([C:23]3[CH:28]=[CH:27][C:26](F)=[C:25]([Cl:30])[CH:24]=3)(=[O:22])=[O:21])[C:13]=2[CH:12]=[CH:11][CH:10]=1)([CH3:4])([CH3:3])[CH3:2].[H-].[Na+].[Cl:34][C:35]1[CH:40]=[CH:39][C:38]([OH:41])=[CH:37][CH:36]=1.Cl, predict the reaction product. The product is: [C:1]([O:5][C:6](=[O:31])[CH2:7][O:8][C:9]1[C:18]2[CH2:17][CH2:16][CH2:15][C@@H:14]([NH:19][S:20]([C:23]3[CH:28]=[CH:27][C:26]([O:41][C:38]4[CH:39]=[CH:40][C:35]([Cl:34])=[CH:36][CH:37]=4)=[C:25]([Cl:30])[CH:24]=3)(=[O:22])=[O:21])[C:13]=2[CH:12]=[CH:11][CH:10]=1)([CH3:4])([CH3:3])[CH3:2].